From a dataset of Forward reaction prediction with 1.9M reactions from USPTO patents (1976-2016). Predict the product of the given reaction. (1) Given the reactants C(=O)([O-])[O-].[K+].[K+].[F:7][C:8]1[CH:9]=[C:10](B2OC(C)(C)C(C)(C)O2)[CH:11]=[C:12]([F:18])[C:13]=1[O:14][CH2:15][O:16][CH3:17].Br[C:29]1[N:34]=[C:33]([CH:35]=[O:36])[CH:32]=[CH:31][CH:30]=1, predict the reaction product. The product is: [F:18][C:12]1[CH:11]=[C:10]([C:29]2[N:34]=[C:33]([CH:35]=[O:36])[CH:32]=[CH:31][CH:30]=2)[CH:9]=[C:8]([F:7])[C:13]=1[O:14][CH2:15][O:16][CH3:17]. (2) Given the reactants [S:1]1[C:5]([C:6]2[C:7]([O:16][C@H:17]3[CH2:54][N:20]4[C:21](=[O:53])[C@@H:22]([NH:45]C(=O)OC(C)(C)C)[CH2:23][CH2:24][CH2:25][CH2:26][CH2:27][CH:28]=[CH:29][C@@H:30]5[CH2:35][C@@:31]5([C:36](=[O:44])[NH:37][S:38]([CH:41]5[CH2:43][CH2:42]5)(=[O:40])=[O:39])[NH:32][C:33](=[O:34])[C@@H:19]4[CH2:18]3)=[N:8][C:9]3[C:14]([N:15]=2)=[CH:13][CH:12]=[CH:11][CH:10]=3)=[CH:4][C:3]2[CH:55]=[CH:56][CH:57]=[CH:58][C:2]1=2.[ClH:59], predict the reaction product. The product is: [ClH:59].[NH2:45][C@@H:22]1[C:21](=[O:53])[N:20]2[CH2:54][C@H:17]([O:16][C:7]3[C:6]([C:5]4[S:1][C:2]5[CH:58]=[CH:57][CH:56]=[CH:55][C:3]=5[CH:4]=4)=[N:15][C:14]4[C:9](=[CH:10][CH:11]=[CH:12][CH:13]=4)[N:8]=3)[CH2:18][C@H:19]2[C:33](=[O:34])[NH:32][C@:31]2([C:36]([NH:37][S:38]([CH:41]3[CH2:42][CH2:43]3)(=[O:39])=[O:40])=[O:44])[CH2:35][C@H:30]2[CH:29]=[CH:28][CH2:27][CH2:26][CH2:25][CH2:24][CH2:23]1. (3) Given the reactants C([O:8][C:9]1[CH:14]=[C:13]([CH2:15][NH2:16])[CH:12]=[CH:11][C:10]=1[C:17]1[CH:22]=[CH:21][CH:20]=[CH:19][CH:18]=1)C1C=CC=CC=1.[C:23](O[C:23]([O:25][C:26]([CH3:29])([CH3:28])[CH3:27])=[O:24])([O:25][C:26]([CH3:29])([CH3:28])[CH3:27])=[O:24], predict the reaction product. The product is: [OH:8][C:9]1[CH:14]=[C:13]([CH2:15][NH:16][C:23](=[O:24])[O:25][C:26]([CH3:29])([CH3:28])[CH3:27])[CH:12]=[CH:11][C:10]=1[C:17]1[CH:18]=[CH:19][CH:20]=[CH:21][CH:22]=1. (4) Given the reactants Br.Br.[CH2:3]1[C:9]2[CH:10]=[CH:11][C:12]([NH2:14])=[CH:13][C:8]=2[CH2:7][CH2:6][NH:5][CH2:4]1.[OH-:15].[Na+].[Cl:17][C:18]1[CH:23]=[CH:22][CH:21]=[CH:20][C:19]=1[S:24]([N:27]=[C:28]=[O:29])(=[O:26])=[O:25].C(O[CH2:33][CH3:34])C, predict the reaction product. The product is: [Cl:17][C:18]1[CH:23]=[CH:22][CH:21]=[CH:20][C:19]=1[S:24]([NH:27][C:28]([N:5]1[CH2:4][CH2:3][C:9]2[CH:10]=[CH:11][C:12]([NH:14][C:28](=[O:29])[NH:27][S:24]([C:34]3[CH:33]=[CH:21][CH:20]=[CH:19][C:18]=3[Cl:17])(=[O:25])=[O:15])=[CH:13][C:8]=2[CH2:7][CH2:6]1)=[O:29])(=[O:26])=[O:25].